This data is from Full USPTO retrosynthesis dataset with 1.9M reactions from patents (1976-2016). The task is: Predict the reactants needed to synthesize the given product. The reactants are: C1(C2N3C=CN=C(N)C3=C(I)[N:6]=2)CCC1.[CH3:16][O:17][C:18]([C@H:20]1[CH2:25][CH2:24][C@H:23]([C:26]2[N:30]3[CH:31]=[CH:32][N:33]=[C:34](Cl)[C:29]3=[C:28]([I:36])[N:27]=2)[CH2:22][CH2:21]1)=[O:19]. Given the product [CH3:16][O:17][C:18]([C@H:20]1[CH2:25][CH2:24][C@H:23]([C:26]2[N:30]3[CH:31]=[CH:32][N:33]=[C:34]([NH2:6])[C:29]3=[C:28]([I:36])[N:27]=2)[CH2:22][CH2:21]1)=[O:19], predict the reactants needed to synthesize it.